Dataset: Reaction yield outcomes from USPTO patents with 853,638 reactions. Task: Predict the reaction yield, written as a fraction of the theoretical maximum amount of product (1.0 means a 100% yield; for example, 0.34 means a 34% yield). (1) The product is [CH2:45]([N:41]1[CH2:42][CH2:43][CH2:44][CH:40]1[CH2:39][NH:38][C:5]([NH:37][C:34]1[CH:33]=[CH:32][C:31]([C:22]2[N:23]=[C:24]([N:25]3[CH2:30][CH2:29][O:28][CH2:27][CH2:26]3)[C:19]3[N:18]=[N:17][N:16]([CH:13]([CH3:15])[CH3:14])[C:20]=3[N:21]=2)=[CH:36][CH:35]=1)=[O:11])[CH3:46]. The yield is 0.600. The catalyst is C(Cl)Cl. The reactants are ClC(Cl)(O[C:5](=[O:11])OC(Cl)(Cl)Cl)Cl.[CH:13]([N:16]1[C:20]2[N:21]=[C:22]([C:31]3[CH:36]=[CH:35][C:34]([NH2:37])=[CH:33][CH:32]=3)[N:23]=[C:24]([N:25]3[CH2:30][CH2:29][O:28][CH2:27][CH2:26]3)[C:19]=2[N:18]=[N:17]1)([CH3:15])[CH3:14].[NH2:38][CH2:39][CH:40]1[CH2:44][CH2:43][CH2:42][N:41]1[CH2:45][CH3:46].CCN(CC)CC. (2) The reactants are [O:1]=[C:2]1[CH2:6][CH2:5][C@@H:4]([C:7]2[CH:17]=[CH:16][C:10]([O:11][CH2:12][C:13](O)=[O:14])=[CH:9][CH:8]=2)[CH2:3]1.CCN=C=NCCCN(C)C.Cl.[CH3:30][S:31]([NH2:34])(=[O:33])=[O:32]. The catalyst is C(Cl)Cl.CN(C1C=CN=CC=1)C. The product is [CH3:30][S:31]([NH:34][C:13](=[O:14])[CH2:12][O:11][C:10]1[CH:16]=[CH:17][C:7]([C@@H:4]2[CH2:5][CH2:6][C:2](=[O:1])[CH2:3]2)=[CH:8][CH:9]=1)(=[O:33])=[O:32]. The yield is 0.950. (3) The reactants are [OH:1][CH:2]1[CH2:5][N:4]([C:6]([C:8]2[O:9][C:10]([C:13]3[CH:18]=[CH:17][CH:16]=[CH:15][CH:14]=3)=[N:11][N:12]=2)=[O:7])[CH2:3]1.C(N(CC)CC)C.[CH3:26][S:27](Cl)(=[O:29])=[O:28]. The catalyst is ClCCl. The product is [CH3:26][S:27]([O:1][CH:2]1[CH2:5][N:4]([C:6]([C:8]2[O:9][C:10]([C:13]3[CH:14]=[CH:15][CH:16]=[CH:17][CH:18]=3)=[N:11][N:12]=2)=[O:7])[CH2:3]1)(=[O:29])=[O:28]. The yield is 0.980. (4) The reactants are [NH:1]1[C:9]2[C:4](=[CH:5][C:6]([NH:10][C:11]3[C:20]4[C:15](=[CH:16][CH:17]=[CH:18][CH:19]=4)[N:14]=[C:13]([C:21]4[CH:22]=[C:23]([CH:29]=[CH:30][CH:31]=4)[O:24][CH2:25][C:26]([OH:28])=O)[N:12]=3)=[CH:7][CH:8]=2)[CH:3]=[N:2]1.C[CH2:33][N:34](C(C)C)[CH:35](C)C.C1CN([P+](ON2N=NC3C=CC=CC2=3)(N2CCCC2)N2CCCC2)CC1.F[P-](F)(F)(F)(F)F.CNC. The catalyst is C(Cl)Cl.CN(C=O)C. The product is [NH:1]1[C:9]2[C:4](=[CH:5][C:6]([NH:10][C:11]3[C:20]4[C:15](=[CH:16][CH:17]=[CH:18][CH:19]=4)[N:14]=[C:13]([C:21]4[CH:22]=[C:23]([CH:29]=[CH:30][CH:31]=4)[O:24][CH2:25][C:26]([N:34]([CH3:35])[CH3:33])=[O:28])[N:12]=3)=[CH:7][CH:8]=2)[CH:3]=[N:2]1. The yield is 0.370. (5) The reactants are [CH2:1]([S:8][C:9]1[N:18]=[CH:17][C:16]2[CH2:15][CH2:14][CH:13]=[C:12]([O:19]CC)[C:11]=2[N:10]=1)[C:2]1[CH:7]=[CH:6][CH:5]=[CH:4][CH:3]=1. The catalyst is C(O)(=O)C.O. The product is [CH2:1]([S:8][C:9]1[N:18]=[CH:17][C:16]2[CH2:15][CH2:14][CH2:13][C:12](=[O:19])[C:11]=2[N:10]=1)[C:2]1[CH:3]=[CH:4][CH:5]=[CH:6][CH:7]=1. The yield is 0.740.